From a dataset of Full USPTO retrosynthesis dataset with 1.9M reactions from patents (1976-2016). Predict the reactants needed to synthesize the given product. (1) Given the product [CH3:9][S:8][C:6]1[N:5]=[C:4]([C:10]([O:12][CH3:13])=[O:11])[CH:3]=[C:2]([N:15]2[CH2:16][CH2:17][CH:18]([C:21]3[C:29]4[C:24](=[N:25][CH:26]=[CH:27][CH:28]=4)[NH:23][CH:22]=3)[CH2:19][CH2:20]2)[N:7]=1, predict the reactants needed to synthesize it. The reactants are: Cl[C:2]1[N:7]=[C:6]([S:8][CH3:9])[N:5]=[C:4]([C:10]([O:12][CH3:13])=[O:11])[CH:3]=1.Cl.[NH:15]1[CH2:20][CH2:19][CH:18]([C:21]2[C:29]3[C:24](=[N:25][CH:26]=[CH:27][CH:28]=3)[NH:23][CH:22]=2)[CH2:17][CH2:16]1.CCN(C(C)C)C(C)C. (2) The reactants are: [Cl-].[CH2:2]([N+:6]1[CH:10]=[CH:9][N:8]([CH3:11])[CH:7]=1)[CH2:3][CH2:4][CH3:5].[CH3:12][S:13]([OH:16])(=[O:15])=[O:14].O1CCOCC1.Cl. Given the product [CH3:12][S:13]([O-:16])(=[O:15])=[O:14].[CH2:2]([N+:6]1[CH:10]=[CH:9][N:8]([CH3:11])[CH:7]=1)[CH2:3][CH2:4][CH3:5], predict the reactants needed to synthesize it. (3) Given the product [Cl:3][CH2:15][CH2:14][CH2:13][NH:12][C:9]1[CH:10]=[CH:11][C:6]([F:5])=[CH:7][CH:8]=1, predict the reactants needed to synthesize it. The reactants are: S(Cl)([Cl:3])=O.[F:5][C:6]1[CH:11]=[CH:10][C:9]([NH:12][CH2:13][CH2:14][CH2:15]O)=[CH:8][CH:7]=1. (4) Given the product [F:36][C:27]1[CH:28]=[C:29]([C:32]([OH:35])([CH3:33])[CH3:34])[CH:30]=[CH:31][C:26]=1[C:20]1[S:19][C:18]([NH:17][C:2]2[CH:7]=[CH:6][CH:5]=[C:4]([C:8]([N:10]3[CH2:14][CH2:13][C@@H:12]([O:15][CH3:16])[CH2:11]3)=[O:9])[N:3]=2)=[C:22]([C:23]([NH2:25])=[O:24])[CH:21]=1, predict the reactants needed to synthesize it. The reactants are: Br[C:2]1[CH:7]=[CH:6][CH:5]=[C:4]([C:8]([N:10]2[CH2:14][CH2:13][C@@H:12]([O:15][CH3:16])[CH2:11]2)=[O:9])[N:3]=1.[NH2:17][C:18]1[S:19][C:20]([C:26]2[CH:31]=[CH:30][C:29]([C:32]([OH:35])([CH3:34])[CH3:33])=[CH:28][C:27]=2[F:36])=[CH:21][C:22]=1[C:23]([NH2:25])=[O:24]. (5) Given the product [F:1][C:2]1[CH:10]=[C:9]2[C:5]([C:6]([C:20]3[CH:21]=[CH:22][C:23]4[O:27][C:26](=[O:28])[N:25]([CH2:31][C:32]([NH2:34])=[O:33])[C:24]=4[CH:29]=3)=[CH:7][N:8]2[S:11]([C:14]2[CH:15]=[CH:16][CH:17]=[CH:18][CH:19]=2)(=[O:13])=[O:12])=[CH:4][CH:3]=1, predict the reactants needed to synthesize it. The reactants are: [F:1][C:2]1[CH:10]=[C:9]2[C:5]([C:6]([C:20]3[CH:21]=[CH:22][C:23]4[O:27][C:26](=[O:28])[NH:25][C:24]=4[CH:29]=3)=[CH:7][N:8]2[S:11]([C:14]2[CH:19]=[CH:18][CH:17]=[CH:16][CH:15]=2)(=[O:13])=[O:12])=[CH:4][CH:3]=1.Br[CH2:31][C:32]([NH2:34])=[O:33].C([O-])([O-])=O.[K+].[K+].O.